From a dataset of Forward reaction prediction with 1.9M reactions from USPTO patents (1976-2016). Predict the product of the given reaction. Given the reactants [CH3:1][O:2][C:3]([CH:5]1[CH2:9][CH:8](I)[CH2:7][N:6]1[C:11]([O:13][C:14]([CH3:17])([CH3:16])[CH3:15])=[O:12])=[O:4].[N-:18]=[N+:19]=[N-:20].[Na+], predict the reaction product. The product is: [CH3:1][O:2][C:3]([C@@H:5]1[CH2:9][C@@H:8]([N:18]=[N+:19]=[N-:20])[CH2:7][N:6]1[C:11]([O:13][C:14]([CH3:17])([CH3:16])[CH3:15])=[O:12])=[O:4].